This data is from Full USPTO retrosynthesis dataset with 1.9M reactions from patents (1976-2016). The task is: Predict the reactants needed to synthesize the given product. (1) The reactants are: [Cl:1][C:2]1[CH:3]=[C:4]([S:17]([NH:20][C:21](=[O:79])[C:22]2[CH:27]=[CH:26][C:25]([N:28]3[CH2:33][CH2:32][N:31]([CH2:34][C:35]4[CH2:40][C:39]([F:42])([F:41])[CH2:38][CH2:37][C:36]=4[C:43]4[CH:48]=[CH:47][C:46]([Cl:49])=[CH:45][CH:44]=4)[CH2:30][CH2:29]3)=[CH:24][C:23]=2[O:50][C:51]2[CH:59]=[CH:58][CH:57]=[C:56]3[C:52]=2[CH:53]=[N:54][N:55]3C(C2C=CC=CC=2)(C2C=CC=CC=2)C2C=CC=CC=2)(=[O:19])=[O:18])[CH:5]=[N:6][C:7]=1[O:8][CH2:9][C:10]1([F:16])[CH2:15][CH2:14][O:13][CH2:12][CH2:11]1.FC(F)(F)C(O)=O. Given the product [NH:55]1[C:56]2[C:52](=[C:51]([O:50][C:23]3[CH:24]=[C:25]([N:28]4[CH2:33][CH2:32][N:31]([CH2:34][C:35]5[CH2:40][C:39]([F:41])([F:42])[CH2:38][CH2:37][C:36]=5[C:43]5[CH:44]=[CH:45][C:46]([Cl:49])=[CH:47][CH:48]=5)[CH2:30][CH2:29]4)[CH:26]=[CH:27][C:22]=3[C:21]([NH:20][S:17]([C:4]3[CH:5]=[N:6][C:7]([O:8][CH2:9][C:10]4([F:16])[CH2:11][CH2:12][O:13][CH2:14][CH2:15]4)=[C:2]([Cl:1])[CH:3]=3)(=[O:19])=[O:18])=[O:79])[CH:59]=[CH:58][CH:57]=2)[CH:53]=[N:54]1, predict the reactants needed to synthesize it. (2) Given the product [CH3:54][O:53][C:41]1[CH:40]=[C:39]([N:38]2[C:36](=[O:37])[C:35]3[C:34](=[CH:58][C:57]([O:59][C:60]4[CH:61]=[CH:62][CH:63]=[CH:64][CH:65]=4)=[CH:56][CH:55]=3)[N:33]=[C:2]2[CH3:3])[CH:44]=[CH:43][C:42]=1[O:45][CH2:46][CH2:47][N:48]1[CH2:49][CH2:50][CH2:51][CH2:52]1, predict the reactants needed to synthesize it. The reactants are: N[C:2]1C=C(C2C=CC=CC=2)C=C[C:3]=1C(NC1C=CC(OCCN2CCCC2)=C(OC)C=1)=O.[NH2:33][C:34]1[CH:58]=[C:57]([O:59][C:60]2[CH:65]=[CH:64][CH:63]=[CH:62][CH:61]=2)[CH:56]=[CH:55][C:35]=1[C:36]([NH:38][C:39]1[CH:44]=[CH:43][C:42]([O:45][CH2:46][CH2:47][N:48]2[CH2:52][CH2:51][CH2:50][CH2:49]2)=[C:41]([O:53][CH3:54])[CH:40]=1)=[O:37]. (3) Given the product [Cl:1][C:2]1[CH:3]=[CH:4][C:5]([CH2:8][O:9][C:10]2[CH:15]=[CH:14][N:13]([C:16]3[CH:17]=[N:18][C:19]([N:25]4[CH2:26][CH2:27][CH2:28][CH:29]5[CH:24]4[CH2:32][CH2:31][N:30]5[C:33]([O:35][C:36]([CH3:39])([CH3:38])[CH3:37])=[O:34])=[CH:20][CH:21]=3)[C:12](=[O:23])[CH:11]=2)=[N:6][CH:7]=1, predict the reactants needed to synthesize it. The reactants are: [Cl:1][C:2]1[CH:3]=[CH:4][C:5]([CH2:8][O:9][C:10]2[CH:15]=[CH:14][N:13]([C:16]3[CH:17]=[N:18][C:19](F)=[CH:20][CH:21]=3)[C:12](=[O:23])[CH:11]=2)=[N:6][CH:7]=1.[CH:24]12[CH2:32][CH2:31][N:30]([C:33]([O:35][C:36]([CH3:39])([CH3:38])[CH3:37])=[O:34])[CH:29]1[CH2:28][CH2:27][CH2:26][NH:25]2.C([O-])([O-])=O.[K+].[K+].